Dataset: Forward reaction prediction with 1.9M reactions from USPTO patents (1976-2016). Task: Predict the product of the given reaction. (1) Given the reactants Br[C:2]1[CH:3]=[C:4]2[C:8](=[CH:9][CH:10]=1)[N:7]([CH:11]1[CH2:16][CH2:15][N:14]([C:17]3[N:22]=[CH:21][C:20]([CH2:23][CH3:24])=[CH:19][N:18]=3)[CH2:13][CH2:12]1)[CH:6]=[CH:5]2.CC1(C)C(C)(C)OB([C:33]2[CH:38]=[CH:37][C:36]([S:39]([CH3:42])(=[O:41])=[O:40])=[CH:35][CH:34]=2)O1.CC(C1C=C(C(C)C)C(C2C=CC=CC=2P(C2CCCCC2)C2CCCCC2)=C(C(C)C)C=1)C.C(O[Na])(C)(C)C, predict the reaction product. The product is: [CH2:23]([C:20]1[CH:21]=[N:22][C:17]([N:14]2[CH2:15][CH2:16][CH:11]([N:7]3[C:8]4[C:4](=[CH:3][C:2]([C:33]5[CH:38]=[CH:37][C:36]([S:39]([CH3:42])(=[O:41])=[O:40])=[CH:35][CH:34]=5)=[CH:10][CH:9]=4)[CH:5]=[CH:6]3)[CH2:12][CH2:13]2)=[N:18][CH:19]=1)[CH3:24]. (2) Given the reactants [NH2:1][C:2]1[N:7]2[CH:8]=[C:9]([CH2:11][CH3:12])[N:10]=[C:6]2[C:5]([C:13]([NH:15][CH2:16][CH:17]2[CH2:22][CH2:21][N:20]([CH2:23][CH2:24][CH2:25][O:26][CH3:27])[CH2:19][CH2:18]2)=[O:14])=[CH:4][C:3]=1[Cl:28].Cl.CO, predict the reaction product. The product is: [ClH:28].[NH2:1][C:2]1[N:7]2[CH:8]=[C:9]([CH2:11][CH3:12])[N:10]=[C:6]2[C:5]([C:13]([NH:15][CH2:16][CH:17]2[CH2:18][CH2:19][N:20]([CH2:23][CH2:24][CH2:25][O:26][CH3:27])[CH2:21][CH2:22]2)=[O:14])=[CH:4][C:3]=1[Cl:28]. (3) The product is: [Br:23][C:14]1[C:13](=[O:21])[N:12]([CH3:22])[C:11]([NH:10][C:3]2[CH:4]=[CH:5][C:6]([S:8][CH3:9])=[CH:7][C:2]=2[F:1])=[C:16]([C:17]([O:19][CH3:20])=[O:18])[CH:15]=1. Given the reactants [F:1][C:2]1[CH:7]=[C:6]([S:8][CH3:9])[CH:5]=[CH:4][C:3]=1[NH:10][C:11]1[N:12]([CH3:22])[C:13](=[O:21])[CH:14]=[CH:15][C:16]=1[C:17]([O:19][CH3:20])=[O:18].[Br:23]N1C(=O)CCC1=O, predict the reaction product. (4) Given the reactants [F:1][C:2]1[CH:3]=[C:4]([S:8]([C:11]2[CH:12]=[C:13]3[C:17](=[CH:18][CH:19]=2)[N:16]([C:20]([C:33]2[CH:38]=[CH:37][CH:36]=[CH:35][CH:34]=2)([C:27]2[CH:32]=[CH:31][CH:30]=[CH:29][CH:28]=2)[C:21]2[CH:26]=[CH:25][CH:24]=[CH:23][CH:22]=2)[N:15]=[C:14]3[NH2:39])(=[O:10])=[O:9])[CH:5]=[CH:6][CH:7]=1.C(N(CC)C(C)C)(C)C.Cl.[CH3:50][N:51]1[CH2:56][CH2:55][N:54]([C:57]2[CH:65]=[CH:64][C:60]([C:61](Cl)=[O:62])=[C:59]([N+:66]([O-:68])=[O:67])[CH:58]=2)[CH2:53][CH2:52]1, predict the reaction product. The product is: [F:1][C:2]1[CH:3]=[C:4]([S:8]([C:11]2[CH:12]=[C:13]3[C:17](=[CH:18][CH:19]=2)[N:16]([C:20]([C:21]2[CH:26]=[CH:25][CH:24]=[CH:23][CH:22]=2)([C:33]2[CH:34]=[CH:35][CH:36]=[CH:37][CH:38]=2)[C:27]2[CH:28]=[CH:29][CH:30]=[CH:31][CH:32]=2)[N:15]=[C:14]3[NH:39][C:61](=[O:62])[C:60]2[CH:64]=[CH:65][C:57]([N:54]3[CH2:55][CH2:56][N:51]([CH3:50])[CH2:52][CH2:53]3)=[CH:58][C:59]=2[N+:66]([O-:68])=[O:67])(=[O:10])=[O:9])[CH:5]=[CH:6][CH:7]=1. (5) Given the reactants [OH:1][C:2]([CH3:6])([CH3:5])[CH2:3][NH2:4].[Cl:7][C:8]1[CH:27]=[CH:26][C:25]([CH2:28][CH2:29][CH2:30]OS(C)(=O)=O)=[CH:24][C:9]=1[C:10]([NH:12][CH2:13][C:14]12[CH2:23][CH:18]3[CH2:19][CH:20]([CH2:22][CH:16]([CH2:17]3)[CH2:15]1)[CH2:21]2)=[O:11], predict the reaction product. The product is: [C:2]([OH:1])(=[O:11])[CH3:6].[Cl:7][C:8]1[CH:27]=[CH:26][C:25]([CH2:28][CH2:29][CH2:30][NH:4][CH2:3][C:2]([OH:1])([CH3:6])[CH3:5])=[CH:24][C:9]=1[C:10]([NH:12][CH2:13][C:14]12[CH2:23][CH:18]3[CH2:19][CH:20]([CH2:22][CH:16]([CH2:17]3)[CH2:15]1)[CH2:21]2)=[O:11].